Dataset: Full USPTO retrosynthesis dataset with 1.9M reactions from patents (1976-2016). Task: Predict the reactants needed to synthesize the given product. Given the product [NH2:1][C:4]1[CH:5]=[CH:6][C:7]([C:10]2[N:19]=[C:18]([C:20]([N:22]3[CH2:31][CH2:30][C:29]4[C:24](=[CH:25][CH:26]=[C:27]([O:33][CH3:34])[C:28]=4[OH:32])[CH2:23]3)=[O:21])[C:17]3[C:12](=[CH:13][CH:14]=[CH:15][CH:16]=3)[N:11]=2)=[CH:8][CH:9]=1, predict the reactants needed to synthesize it. The reactants are: [N+:1]([C:4]1[CH:9]=[CH:8][C:7]([C:10]2[N:19]=[C:18]([C:20]([N:22]3[CH2:31][CH2:30][C:29]4[C:24](=[CH:25][CH:26]=[C:27]([O:33][CH3:34])[C:28]=4[OH:32])[CH2:23]3)=[O:21])[C:17]3[C:12](=[CH:13][CH:14]=[CH:15][CH:16]=3)[N:11]=2)=[CH:6][CH:5]=1)([O-])=O.O.[NH4+].[Cl-].